Dataset: Forward reaction prediction with 1.9M reactions from USPTO patents (1976-2016). Task: Predict the product of the given reaction. (1) The product is: [F:1][C:2]1[CH:3]=[N+:4]([O-:8])[CH:5]=[CH:6][C:7]=1[N+:9]([O-:11])=[O:10]. Given the reactants [F:1][C:2]1[CH:3]=[N+:4]([O-:8])[CH:5]=[CH:6][CH:7]=1.[N+:9]([O-])([OH:11])=[O:10], predict the reaction product. (2) Given the reactants [O:1]1[C:5]2[CH:6]=[CH:7][C:8]([C:10]3([C:13]([NH:15][C:16]4[CH:21]=[CH:20][C:19]([CH:22]([OH:31])[C:23]5[CH:28]=[CH:27][CH:26]=[CH:25][C:24]=5[O:29][CH3:30])=[CH:18][N:17]=4)=[O:14])[CH2:12][CH2:11]3)=[CH:9][C:4]=2[O:3][CH2:2]1.[CH:32]([N:35]([CH:39]([CH3:41])[CH3:40])[CH2:36][CH2:37]O)([CH3:34])[CH3:33].C1(C(N)=O)CC1, predict the reaction product. The product is: [O:1]1[C:5]2[CH:6]=[CH:7][C:8]([C:10]3([C:13]([NH:15][C:16]4[CH:21]=[CH:20][C:19]([CH:22]([O:31][CH2:37][CH2:36][N:35]([CH:39]([CH3:41])[CH3:40])[CH:32]([CH3:34])[CH3:33])[C:23]5[CH:28]=[CH:27][CH:26]=[CH:25][C:24]=5[O:29][CH3:30])=[CH:18][N:17]=4)=[O:14])[CH2:12][CH2:11]3)=[CH:9][C:4]=2[O:3][CH2:2]1. (3) The product is: [Cl:1][C:2]1[CH:3]=[C:4]([CH:8]2[C:13]([C:14]([O:45][CH2:44][CH2:43][CH:42]([C:36]3[CH:37]=[CH:38][CH:39]=[CH:40][CH:41]=3)[C:46]3[CH:47]=[CH:48][CH:49]=[CH:50][CH:51]=3)=[O:15])=[C:12]([C:21]([F:23])([F:24])[F:22])[NH:11][C:10]([CH3:25])=[C:9]2[C:26]([O:28][CH2:29][C:30]2[CH:31]=[CH:32][CH:33]=[CH:34][CH:35]=2)=[O:27])[CH:5]=[CH:6][CH:7]=1. Given the reactants [Cl:1][C:2]1[CH:3]=[C:4]([CH:8]2[C:13]([C:14](OCCC#N)=[O:15])=[C:12]([C:21]([F:24])([F:23])[F:22])[NH:11][C:10]([CH3:25])=[C:9]2[C:26]([O:28][CH2:29][C:30]2[CH:35]=[CH:34][CH:33]=[CH:32][CH:31]=2)=[O:27])[CH:5]=[CH:6][CH:7]=1.[C:36]1([CH:42]([C:46]2[CH:51]=[CH:50][CH:49]=[CH:48][CH:47]=2)[CH2:43][CH2:44][OH:45])[CH:41]=[CH:40][CH:39]=[CH:38][CH:37]=1.C1(P(C2C=CC=CC=2)C2C=CC=CC=2)C=CC=CC=1.C1C=CC=CC=1, predict the reaction product. (4) Given the reactants [CH3:1][N:2]([CH3:19])[C:3](=[O:18])[C@H:4]([NH:7]C(=O)OCC1C=CC=CC=1)[CH2:5][OH:6], predict the reaction product. The product is: [CH3:1][N:2]([CH3:19])[C:3](=[O:18])[C@@H:4]([CH2:5][OH:6])[NH2:7]. (5) Given the reactants [CH3:1][C:2]([CH3:6])=[CH:3][Mg]Br.CON(C)[C:10](=[O:15])[C:11]([F:14])([F:13])[F:12].Cl, predict the reaction product. The product is: [F:12][C:11]([F:14])([F:13])[C:10](=[O:15])[CH:3]=[C:2]([CH3:6])[CH3:1]. (6) Given the reactants [C:1]1([S:11]([C:14]2[C:22]3[C:17](=[CH:18][CH:19]=[C:20]([N:23]4[CH2:28][CH2:27][N:26]([C:29]([O:31][C:32]([CH3:35])([CH3:34])[CH3:33])=[O:30])[CH2:25][CH2:24]4)[CH:21]=3)[NH:16][N:15]=2)(=[O:13])=[O:12])[C:10]2[C:5](=[CH:6][CH:7]=[CH:8][CH:9]=2)[CH:4]=[CH:3][CH:2]=1.[CH3:36][C:37]([O-])([CH3:39])[CH3:38].[K+].C(I)C(C)C, predict the reaction product. The product is: [CH2:36]([N:16]1[C:17]2[C:22](=[CH:21][C:20]([N:23]3[CH2:28][CH2:27][N:26]([C:29]([O:31][C:32]([CH3:35])([CH3:34])[CH3:33])=[O:30])[CH2:25][CH2:24]3)=[CH:19][CH:18]=2)[C:14]([S:11]([C:1]2[C:10]3[C:5](=[CH:6][CH:7]=[CH:8][CH:9]=3)[CH:4]=[CH:3][CH:2]=2)(=[O:13])=[O:12])=[N:15]1)[CH:37]([CH3:39])[CH3:38].